This data is from Cav3 T-type calcium channel HTS with 100,875 compounds. The task is: Binary Classification. Given a drug SMILES string, predict its activity (active/inactive) in a high-throughput screening assay against a specified biological target. (1) The result is 0 (inactive). The molecule is O(C1(C2C(N(CC1)C)CCCC2)c1ccccc1)C(=O)C. (2) The drug is S(CCN1C(=O)c2c(C1=O)cccc2)c1[nH]nc(c(=O)n1)C. The result is 0 (inactive).